Task: Predict the product of the given reaction.. Dataset: Forward reaction prediction with 1.9M reactions from USPTO patents (1976-2016) (1) Given the reactants C(O)(C(F)(F)F)=O.[C:8]([C:10]1[CH:15]=[CH:14][C:13]([C:16]2[C:17](C(OC(C)(C)C)=O)=[C:18]([CH3:21])[NH:19][CH:20]=2)=[CH:12][CH:11]=1)#[N:9], predict the reaction product. The product is: [C:8]([C:10]1[CH:11]=[CH:12][C:13]([C:16]2[CH:17]=[C:18]([CH3:21])[NH:19][CH:20]=2)=[CH:14][CH:15]=1)#[N:9]. (2) Given the reactants [CH:1]1([N:5]2[CH2:24][CH2:23][C:8]3([CH2:13][CH2:12][N:11]([C:14]4[CH:22]=[CH:21][C:17]([C:18](O)=[O:19])=[CH:16][N:15]=4)[CH2:10][CH2:9]3)[CH2:7][CH2:6]2)[CH2:4][CH2:3][CH2:2]1.CN.F[P-](F)(F)(F)(F)F.[N:34]1(O[P+](N(C)C)(N(C)C)N(C)C)[C:38]2C=CC=CC=2N=N1, predict the reaction product. The product is: [CH:1]1([N:5]2[CH2:6][CH2:7][C:8]3([CH2:13][CH2:12][N:11]([C:14]4[CH:22]=[CH:21][C:17]([C:18]([NH:34][CH3:38])=[O:19])=[CH:16][N:15]=4)[CH2:10][CH2:9]3)[CH2:23][CH2:24]2)[CH2:4][CH2:3][CH2:2]1. (3) Given the reactants [CH2:1]([O:8][CH2:9][C@H:10]1[CH2:15][N:14]([C:16]2[C:25]3[C:20](=[CH:21][C:22]([CH3:26])=[CH:23][CH:24]=3)[N:19]=[C:18]([C:27]3[CH:32]=[CH:31][CH:30]=[CH:29][C:28]=3[OH:33])[N:17]=2)[CH2:13][CH2:12][N:11]1C(OC(C)(C)C)=O)[C:2]1[CH:7]=[CH:6][CH:5]=[CH:4][CH:3]=1.C(O)(C(F)(F)F)=O, predict the reaction product. The product is: [CH2:1]([O:8][CH2:9][C@@H:10]1[NH:11][CH2:12][CH2:13][N:14]([C:16]2[C:25]3[C:20](=[CH:21][C:22]([CH3:26])=[CH:23][CH:24]=3)[N:19]=[C:18]([C:27]3[CH:32]=[CH:31][CH:30]=[CH:29][C:28]=3[OH:33])[N:17]=2)[CH2:15]1)[C:2]1[CH:7]=[CH:6][CH:5]=[CH:4][CH:3]=1.